Task: Regression/Classification. Given a drug SMILES string, predict its absorption, distribution, metabolism, or excretion properties. Task type varies by dataset: regression for continuous measurements (e.g., permeability, clearance, half-life) or binary classification for categorical outcomes (e.g., BBB penetration, CYP inhibition). Dataset: hlm.. Dataset: Human liver microsome stability data (1) The molecule is COc1ccc(-c2c(C3CCCCC3)c3ccc(C(=O)NC(C)(C)C(=O)Nc4ccc(C=CC(=O)O)cc4)cc3n2C)cn1. The result is 0 (unstable in human liver microsomes). (2) The compound is COc1ccc2[nH]c(C(=O)N3CC(=O)N(Cc4cccc(OC(F)F)c4)[C@@H](CN4CCCCC4)C3)cc2c1. The result is 1 (stable in human liver microsomes). (3) The molecule is OC(C(c1ccccc1)c1c(-c2ccccc2)[nH]c2ccccc12)C(F)(F)F. The result is 0 (unstable in human liver microsomes). (4) The molecule is CNS(=O)(=O)c1ccc(C(=O)N[C@H](c2cn(C3(C#N)CC3)nn2)C2CCCCC2)cc1. The result is 0 (unstable in human liver microsomes). (5) The drug is O=C(CCCCCc1ccccc1)NC1CCOCC1. The result is 0 (unstable in human liver microsomes). (6) The molecule is NC(=O)[C@H]1[C@@H](c2ccccc2)CCN1C(=O)[C@@H](N)Cc1ccccc1. The result is 0 (unstable in human liver microsomes).